From a dataset of Full USPTO retrosynthesis dataset with 1.9M reactions from patents (1976-2016). Predict the reactants needed to synthesize the given product. (1) Given the product [OH:1][C:2]1[C:6]([CH3:7])=[C:5]([CH3:8])[N:4]([C:9]([O:11][C:12]([CH3:15])([CH3:14])[CH3:13])=[O:10])[N:3]=1, predict the reactants needed to synthesize it. The reactants are: [OH:1][C:2]1[C:6]([CH3:7])=[C:5]([CH3:8])[NH:4][N:3]=1.[C:9](O[C:9]([O:11][C:12]([CH3:15])([CH3:14])[CH3:13])=[O:10])([O:11][C:12]([CH3:15])([CH3:14])[CH3:13])=[O:10]. (2) Given the product [C:53]([O:57][C:58](=[O:71])[CH2:59][C:60]1[C:65]([C:66]([F:69])([F:68])[F:67])=[CH:64][N:63]=[C:62]([N:76]2[CH2:77][CH2:78][N:73]([CH3:72])[CH2:74][CH2:75]2)[CH:61]=1)([CH3:56])([CH3:55])[CH3:54], predict the reactants needed to synthesize it. The reactants are: CC(C)([O-])C.[Na+].C1(P(C2C=CC=CC=2)C2C=CC3C(=CC=CC=3)C=2C2C3C(=CC=CC=3)C=CC=2P(C2C=CC=CC=2)C2C=CC=CC=2)C=CC=CC=1.[C:53]([O:57][C:58](=[O:71])[CH2:59][C:60]1[C:65]([C:66]([F:69])([F:68])[F:67])=[CH:64][N:63]=[C:62](Cl)[CH:61]=1)([CH3:56])([CH3:55])[CH3:54].[CH3:72][N:73]1[CH2:78][CH2:77][NH:76][CH2:75][CH2:74]1.[NH4+].[Cl-].